This data is from Catalyst prediction with 721,799 reactions and 888 catalyst types from USPTO. The task is: Predict which catalyst facilitates the given reaction. (1) Reactant: [NH2:1][C@H:2]1[CH2:7][CH2:6][N:5]([C:8]2[S:9][C:10]([C:13]([O:15][CH2:16][CH3:17])=[O:14])=[CH:11][N:12]=2)[CH2:4][C@H:3]1[O:18][CH3:19].[Cl:20][C:21]1[N:22]=[C:23]([C:27](O)=[O:28])[NH:24][C:25]=1[CH3:26].CCN=C=NCCCN(C)C.Cl. The catalyst class is: 142. Product: [Cl:20][C:21]1[N:22]=[C:23]([C:27]([NH:1][C@H:2]2[CH2:7][CH2:6][N:5]([C:8]3[S:9][C:10]([C:13]([O:15][CH2:16][CH3:17])=[O:14])=[CH:11][N:12]=3)[CH2:4][C@H:3]2[O:18][CH3:19])=[O:28])[NH:24][C:25]=1[CH3:26]. (2) Reactant: [Cl:1][C:2]1[CH:3]=[C:4]([C:10]2[C:14]([C:15]([OH:17])=O)=[CH:13][O:12][N:11]=2)[CH:5]=[CH:6][C:7]=1[O:8][CH3:9].C(N(C(C)C)C(C)C)C.CN(C(ON1N=NC2C=CC=CC1=2)=[N+](C)C)C.[B-](F)(F)(F)F.[CH3:49][CH:50]1[NH:54][CH2:53][C:52]([C:56]2[CH:61]=[CH:60][CH:59]=[CH:58][CH:57]=2)([OH:55])[CH2:51]1. Product: [Cl:1][C:2]1[CH:3]=[C:4]([C:10]2[C:14]([C:15]([N:54]3[CH:50]([CH3:49])[CH2:51][C:52]([C:56]4[CH:61]=[CH:60][CH:59]=[CH:58][CH:57]=4)([OH:55])[CH2:53]3)=[O:17])=[CH:13][O:12][N:11]=2)[CH:5]=[CH:6][C:7]=1[O:8][CH3:9]. The catalyst class is: 3.